This data is from Aqueous solubility values for 9,982 compounds from the AqSolDB database. The task is: Regression/Classification. Given a drug SMILES string, predict its absorption, distribution, metabolism, or excretion properties. Task type varies by dataset: regression for continuous measurements (e.g., permeability, clearance, half-life) or binary classification for categorical outcomes (e.g., BBB penetration, CYP inhibition). For this dataset (solubility_aqsoldb), we predict Y. (1) The drug is CCCCC(CC)C(=O)[O-].[Na+]. The Y is 0.779 log mol/L. (2) The compound is O=C1CN(/N=C/c2ccc([N+](=O)[O-])o2)C(=O)N1. The Y is -3.38 log mol/L. (3) The compound is C=CC(c1ccc(O)cc1)C(C=C)c1ccc(O)cc1. The Y is -4.95 log mol/L. (4) The compound is CC(=O)Oc1ccc2c3c1O[C@H]1[C@@H](OC(C)=O)C=C[C@H]4[C@@H](C2)N(C)CC[C@]314. The Y is -2.79 log mol/L. (5) The molecule is O=NN(CCO)CCO. The Y is 0.872 log mol/L. (6) The molecule is O.O.O.O.O.O.O=[N+]([O-])[O-].O=[N+]([O-])[O-].[Co+2]. The Y is 0.362 log mol/L. (7) The compound is CCCCOP(=O)(OC)OCCCC. The Y is -1.50 log mol/L.